This data is from Full USPTO retrosynthesis dataset with 1.9M reactions from patents (1976-2016). The task is: Predict the reactants needed to synthesize the given product. (1) Given the product [C:1]12([CH2:11][O:12][C:13]([NH:15][C@@H:16]([CH2:24][C:25]3[CH:26]=[CH:27][C:28]([O:31][CH2:32][CH2:33][CH2:34][C:35](=[O:42])[NH:36][C:37]4[NH:41][CH2:40][CH2:39][N:38]=4)=[CH:29][CH:30]=3)[C:17]([OH:19])=[O:18])=[O:14])[CH2:8][CH:7]3[CH2:6][CH:5]([CH2:4][CH:3]([CH2:9]3)[CH2:2]1)[CH2:10]2, predict the reactants needed to synthesize it. The reactants are: [C:1]12([CH2:11][O:12][C:13]([NH:15][C@@H:16]([CH2:24][C:25]3[CH:30]=[CH:29][C:28]([O:31][CH2:32][CH2:33][CH2:34][C:35](=[O:42])[NH:36][C:37]4[NH:38][CH2:39][CH2:40][N:41]=4)=[CH:27][CH:26]=3)[C:17]([O:19]C(C)(C)C)=[O:18])=[O:14])[CH2:10][CH:5]3[CH2:6][CH:7]([CH2:9][CH:3]([CH2:4]3)[CH2:2]1)[CH2:8]2. (2) Given the product [CH2:19]([O:18][C:16]([NH:1][C:2]1[CH:3]=[C:4]([CH:8]=[C:9]([C:11]([F:12])([F:13])[F:14])[CH:10]=1)[C:5]([OH:7])=[O:6])=[O:17])[C:20]1[CH:25]=[CH:24][CH:23]=[CH:22][CH:21]=1, predict the reactants needed to synthesize it. The reactants are: [NH2:1][C:2]1[CH:3]=[C:4]([CH:8]=[C:9]([C:11]([F:14])([F:13])[F:12])[CH:10]=1)[C:5]([OH:7])=[O:6].Cl[C:16]([O:18][CH2:19][C:20]1[CH:25]=[CH:24][CH:23]=[CH:22][CH:21]=1)=[O:17]. (3) Given the product [CH3:46][N:11]([CH2:10][C:9]1[CH:25]=[CH:26][CH:27]=[C:7]([C:5]2[CH:4]=[CH:3][N:45]=[C:43]([NH:42][C:38]3[CH:39]=[CH:40][CH:41]=[C:36]([N+:33]([O-:35])=[O:34])[CH:37]=3)[N:44]=2)[CH:8]=1)[S:12]([C:15]1[CH:20]=[CH:19][CH:18]=[C:17]([N+:21]([O-:23])=[O:22])[CH:16]=1)(=[O:14])=[O:13], predict the reactants needed to synthesize it. The reactants are: CN(C)[CH:3]=[CH:4][C:5]([C:7]1[CH:8]=[C:9]([CH:25]=[CH:26][CH:27]=1)[CH2:10][NH:11][S:12]([C:15]1(C)[CH:20]=[CH:19][CH:18]=[C:17]([N+:21]([O-:23])=[O:22])[CH2:16]1)(=[O:14])=[O:13])=O.[N+]([O-])(O)=O.[N+:33]([C:36]1[CH:37]=[C:38]([NH:42][C:43]([NH2:45])=[NH:44])[CH:39]=[CH:40][CH:41]=1)([O-:35])=[O:34].[CH3:46]C#N. (4) Given the product [Cl:14][C:15]1[CH:22]=[C:21]([C:23]([F:24])([F:25])[F:26])[CH:20]=[CH:19][C:16]=1[CH2:17][N:6]1[C:7]([C:9]([O:11][CH2:12][CH3:13])=[O:10])=[CH:8][C:4]([CH:1]([CH3:3])[CH3:2])=[N:5]1, predict the reactants needed to synthesize it. The reactants are: [CH:1]([C:4]1[CH:8]=[C:7]([C:9]([O:11][CH2:12][CH3:13])=[O:10])[NH:6][N:5]=1)([CH3:3])[CH3:2].[Cl:14][C:15]1[CH:22]=[C:21]([C:23]([F:26])([F:25])[F:24])[CH:20]=[CH:19][C:16]=1[CH2:17]Cl.C(=O)([O-])[O-].[K+].[K+].O. (5) Given the product [C:19]1([CH:18]([C:25]2[CH:26]=[CH:27][CH:28]=[CH:29][CH:30]=2)[N:11]2[C:12]3[C:17](=[CH:16][CH:15]=[CH:14][CH:13]=3)[C:9]3([C:5]4[CH:6]=[C:7]([F:8])[C:2]([F:1])=[CH:3][C:4]=4[O:32][CH2:33]3)[C:10]2=[O:31])[CH:24]=[CH:23][CH:22]=[CH:21][CH:20]=1, predict the reactants needed to synthesize it. The reactants are: [F:1][C:2]1[C:7]([F:8])=[CH:6][C:5]([CH:9]2[C:17]3[C:12](=[CH:13][CH:14]=[CH:15][CH:16]=3)[N:11]([CH:18]([C:25]3[CH:30]=[CH:29][CH:28]=[CH:27][CH:26]=3)[C:19]3[CH:24]=[CH:23][CH:22]=[CH:21][CH:20]=3)[C:10]2=[O:31])=[C:4]([OH:32])[CH:3]=1.[C:33]1(C(C2C=CC=CC=2)N2C3C(=CC=CC=3)C(C3C=C(C)C(OC)=CC=3O)C2=O)C=CC=CC=1. (6) Given the product [ClH:1].[Cl:1][C:2]1[CH:3]=[CH:4][C:5]([NH:8][C:9](=[O:36])[C:10]2[CH:15]=[CH:14][C:13]([C:16]([OH:18])=[O:17])=[CH:12][C:11]=2[NH:20][C:21](=[O:35])[C:22]2[CH:27]=[CH:26][C:25]([S:28][CH3:29])=[CH:24][C:23]=2[O:30][CH2:31][CH2:32][CH2:33][NH2:34])=[N:6][CH:7]=1, predict the reactants needed to synthesize it. The reactants are: [Cl:1][C:2]1[CH:3]=[CH:4][C:5]([NH:8][C:9](=[O:36])[C:10]2[CH:15]=[CH:14][C:13]([C:16]([O:18]C)=[O:17])=[CH:12][C:11]=2[NH:20][C:21](=[O:35])[C:22]2[CH:27]=[CH:26][C:25]([S:28][CH3:29])=[CH:24][C:23]=2[O:30][CH2:31][CH2:32][CH2:33][NH2:34])=[N:6][CH:7]=1.CO.[Li+].[OH-].Cl. (7) Given the product [K+:18].[CH2:1]([NH:8][S:9]([NH-:12])(=[O:11])=[O:10])[C:2]1[CH:3]=[CH:4][CH:5]=[CH:6][CH:7]=1, predict the reactants needed to synthesize it. The reactants are: [CH2:1]([NH:8][S:9]([NH2:12])(=[O:11])=[O:10])[C:2]1[CH:7]=[CH:6][CH:5]=[CH:4][CH:3]=1.CC([O-])(C)C.[K+:18]. (8) Given the product [Cl:39][C:30]1[C:29]([O:40][CH3:41])=[N:28][C:27]([O:42][CH3:43])=[C:26]([Cl:25])[C:31]=1[C:32]1[C:33](=[O:35])[N:23]([CH3:24])[C:3]2[N:4]=[C:5]([NH:8][C:9]3[CH:14]=[CH:13][C:12]([O:15][CH2:16][CH2:17][N:18]([CH2:19][CH3:20])[CH2:21][CH3:22])=[CH:11][CH:10]=3)[N:6]=[CH:7][C:2]=2[N:1]=1, predict the reactants needed to synthesize it. The reactants are: [NH2:1][C:2]1[C:3]([NH:23][CH3:24])=[N:4][C:5]([NH:8][C:9]2[CH:14]=[CH:13][C:12]([O:15][CH2:16][CH2:17][N:18]([CH2:21][CH3:22])[CH2:19][CH3:20])=[CH:11][CH:10]=2)=[N:6][CH:7]=1.[Cl:25][C:26]1[C:27]([O:42][CH3:43])=[N:28][C:29]([O:40][CH3:41])=[C:30]([Cl:39])[C:31]=1[C:32](=O)[C:33]([O:35]CC)=O.CC(O)=O. (9) Given the product [Br:8][C:5]1[N:4]=[C:3]([C:9]2[NH:20][C:15]3[CH:14]=[C:13]([CH3:12])[CH:18]=[CH:17][C:16]=3[N:19]=2)[C:2]([NH2:1])=[N:7][CH:6]=1, predict the reactants needed to synthesize it. The reactants are: [NH2:1][C:2]1[C:3]([C:9](O)=O)=[N:4][C:5]([Br:8])=[CH:6][N:7]=1.[CH3:12][C:13]1[CH:14]=[C:15]([NH2:20])[C:16]([NH2:19])=[CH:17][CH:18]=1.C(OP(C#N)(OCC)=O)C.C(N(CC)CC)C.